From a dataset of Catalyst prediction with 721,799 reactions and 888 catalyst types from USPTO. Predict which catalyst facilitates the given reaction. (1) Reactant: Cl[C:2]1[CH:3]=[CH:4][CH:5]=[C:6]2[C:11]=1[N:10]=[CH:9][C:8]([O:12][C:13]1[CH:18]=[CH:17][CH:16]=[CH:15][CH:14]=1)=[CH:7]2.[N:19]1([C:25]([O:27][C:28]([CH3:31])([CH3:30])[CH3:29])=[O:26])[CH2:24][CH2:23][NH:22][CH2:21][CH2:20]1.C1(P(C2CCCCC2)C2C=CC=CC=2C2C=CC=CC=2N(C)C)CCCCC1.CC(C)([O-])C.[Na+]. Product: [C:13]1([O:12][C:8]2[CH:9]=[N:10][C:11]3[C:6]([CH:7]=2)=[CH:5][CH:4]=[CH:3][C:2]=3[N:22]2[CH2:21][CH2:20][N:19]([C:25]([O:27][C:28]([CH3:31])([CH3:30])[CH3:29])=[O:26])[CH2:24][CH2:23]2)[CH:18]=[CH:17][CH:16]=[CH:15][CH:14]=1. The catalyst class is: 101. (2) Reactant: C[O-].[Na+].C[C@@H]1O[C@@H](OC[C@H]2O[C@@H]([O:19][C:20]3[C:29](=[O:30])[C:28]4[C:27]([OH:31])=[CH:26][C:25]([OH:32])=[CH:24][C:23]=4[O:22][C:21]=3[C:33]3[CH:34]=[CH:35][C:36]([OH:39])=[CH:37][CH:38]=3)[C@H](O[C@@H]3O[C@H](CO)[C@H](O)[C@H](O)[C@H]3O)[C@@H](O)[C@@H]2O)[C@H](O)[C@H](O)[C@H]1O.C[C@@H]1O[C@@H](OC[C@H]2O[C@@H](OC3C(=O)C4C(O)=CC(O)=CC=4OC=3C3C=CC(O)=CC=3)[C@H](O[C@@H]3OC[C@@H](O)[C@H](O)[C@H]3O)[C@@H](O)[C@@H]2O)[C@H](O)[C@H](O)[C@H]1O. The catalyst class is: 17. Product: [CH:34]1[C:33]([C:21]2[O:22][C:23]3[CH:24]=[C:25]([OH:32])[CH:26]=[C:27]([OH:31])[C:28]=3[C:29](=[O:30])[C:20]=2[OH:19])=[CH:38][CH:37]=[C:36]([OH:39])[CH:35]=1.